From a dataset of NCI-60 drug combinations with 297,098 pairs across 59 cell lines. Regression. Given two drug SMILES strings and cell line genomic features, predict the synergy score measuring deviation from expected non-interaction effect. (1) Drug 1: CCC(=C(C1=CC=CC=C1)C2=CC=C(C=C2)OCCN(C)C)C3=CC=CC=C3.C(C(=O)O)C(CC(=O)O)(C(=O)O)O. Drug 2: C1=CC=C(C(=C1)C(C2=CC=C(C=C2)Cl)C(Cl)Cl)Cl. Cell line: KM12. Synergy scores: CSS=4.24, Synergy_ZIP=-2.94, Synergy_Bliss=-8.54, Synergy_Loewe=-6.67, Synergy_HSA=-8.71. (2) Drug 1: C1=CC=C(C(=C1)C(C2=CC=C(C=C2)Cl)C(Cl)Cl)Cl. Drug 2: CN(CC1=CN=C2C(=N1)C(=NC(=N2)N)N)C3=CC=C(C=C3)C(=O)NC(CCC(=O)O)C(=O)O. Cell line: NCI-H226. Synergy scores: CSS=16.5, Synergy_ZIP=-5.20, Synergy_Bliss=1.86, Synergy_Loewe=-21.7, Synergy_HSA=-0.747. (3) Drug 1: CC(C1=C(C=CC(=C1Cl)F)Cl)OC2=C(N=CC(=C2)C3=CN(N=C3)C4CCNCC4)N. Drug 2: CC1C(C(CC(O1)OC2CC(OC(C2O)C)OC3=CC4=CC5=C(C(=O)C(C(C5)C(C(=O)C(C(C)O)O)OC)OC6CC(C(C(O6)C)O)OC7CC(C(C(O7)C)O)OC8CC(C(C(O8)C)O)(C)O)C(=C4C(=C3C)O)O)O)O. Cell line: UACC-257. Synergy scores: CSS=8.97, Synergy_ZIP=10.4, Synergy_Bliss=13.9, Synergy_Loewe=15.0, Synergy_HSA=13.6. (4) Synergy scores: CSS=63.3, Synergy_ZIP=0.195, Synergy_Bliss=1.25, Synergy_Loewe=1.49, Synergy_HSA=4.28. Drug 2: C1=C(C(=O)NC(=O)N1)N(CCCl)CCCl. Drug 1: CN1CCC(CC1)COC2=C(C=C3C(=C2)N=CN=C3NC4=C(C=C(C=C4)Br)F)OC. Cell line: ACHN. (5) Drug 1: CC12CCC(CC1=CCC3C2CCC4(C3CC=C4C5=CN=CC=C5)C)O. Drug 2: CC12CCC3C(C1CCC2=O)CC(=C)C4=CC(=O)C=CC34C. Cell line: T-47D. Synergy scores: CSS=6.96, Synergy_ZIP=-6.53, Synergy_Bliss=-2.02, Synergy_Loewe=-10.4, Synergy_HSA=-1.72. (6) Drug 1: COC1=NC(=NC2=C1N=CN2C3C(C(C(O3)CO)O)O)N. Drug 2: CS(=O)(=O)CCNCC1=CC=C(O1)C2=CC3=C(C=C2)N=CN=C3NC4=CC(=C(C=C4)OCC5=CC(=CC=C5)F)Cl. Cell line: HCT-15. Synergy scores: CSS=-6.52, Synergy_ZIP=1.72, Synergy_Bliss=-1.60, Synergy_Loewe=-11.6, Synergy_HSA=-10.0. (7) Drug 1: CC1=C(C=C(C=C1)NC2=NC=CC(=N2)N(C)C3=CC4=NN(C(=C4C=C3)C)C)S(=O)(=O)N.Cl. Drug 2: B(C(CC(C)C)NC(=O)C(CC1=CC=CC=C1)NC(=O)C2=NC=CN=C2)(O)O. Cell line: MDA-MB-435. Synergy scores: CSS=-2.65, Synergy_ZIP=2.01, Synergy_Bliss=1.75, Synergy_Loewe=-1.13, Synergy_HSA=-2.20. (8) Drug 2: CCC1=C2CN3C(=CC4=C(C3=O)COC(=O)C4(CC)O)C2=NC5=C1C=C(C=C5)O. Cell line: TK-10. Drug 1: CNC(=O)C1=CC=CC=C1SC2=CC3=C(C=C2)C(=NN3)C=CC4=CC=CC=N4. Synergy scores: CSS=2.46, Synergy_ZIP=-4.21, Synergy_Bliss=-1.19, Synergy_Loewe=-20.9, Synergy_HSA=-1.78. (9) Drug 1: CC12CCC3C(C1CCC2=O)CC(=C)C4=CC(=O)C=CC34C. Synergy scores: CSS=65.2, Synergy_ZIP=-0.451, Synergy_Bliss=1.76, Synergy_Loewe=-23.1, Synergy_HSA=2.50. Cell line: TK-10. Drug 2: CN(CC1=CN=C2C(=N1)C(=NC(=N2)N)N)C3=CC=C(C=C3)C(=O)NC(CCC(=O)O)C(=O)O.